Dataset: Peptide-MHC class II binding affinity with 134,281 pairs from IEDB. Task: Regression. Given a peptide amino acid sequence and an MHC pseudo amino acid sequence, predict their binding affinity value. This is MHC class II binding data. The peptide sequence is VIRSETSVHEIRDFD. The MHC is DRB1_0101 with pseudo-sequence DRB1_0101. The binding affinity (normalized) is 0.366.